Dataset: Catalyst prediction with 721,799 reactions and 888 catalyst types from USPTO. Task: Predict which catalyst facilitates the given reaction. (1) Product: [F:17][C:18]([F:25])([F:24])[C:19]([NH:12][CH:3]([CH2:2][CH2:1][CH2:7][CH3:8])[C:4]([OH:6])=[O:5])=[O:20]. The catalyst class is: 5. Reactant: [CH2:1]([CH2:7][CH2:8]N)[CH2:2][CH2:3][C:4]([OH:6])=[O:5].C([N:12](CC)CC)C.[F:17][C:18]([F:25])([F:24])[C:19](OCC)=[O:20].Cl. (2) Reactant: [F:1][C:2]([F:21])([C:7]1[S:8][C:9]([C:16]([O:18]CC)=[O:17])=[C:10]([C:12]([F:15])([F:14])[F:13])[N:11]=1)[C:3]([F:6])([F:5])[F:4].[OH-].[Na+].Cl. Product: [F:21][C:2]([F:1])([C:7]1[S:8][C:9]([C:16]([OH:18])=[O:17])=[C:10]([C:12]([F:14])([F:15])[F:13])[N:11]=1)[C:3]([F:6])([F:5])[F:4]. The catalyst class is: 24. (3) Product: [CH2:1]([S:3][C:4](=[O:26])[CH:5]([C:19]([F:22])([F:21])[F:20])[CH2:6][C:7](=[O:8])[C:9]1[CH:14]=[CH:13][C:12]([C:15]([F:18])([F:17])[F:16])=[CH:11][CH:10]=1)[CH3:2]. The catalyst class is: 484. Reactant: [CH2:1]([S:3][C:4](SCC)=[C:5]([C:19]([F:22])([F:21])[F:20])[CH2:6][C:7]([C:9]1[CH:14]=[CH:13][C:12]([C:15]([F:18])([F:17])[F:16])=[CH:11][CH:10]=1)=[O:8])[CH3:2].[O-:26]Cl.[Na+]. (4) Reactant: C([O:8][C:9]1[CH:10]=[N:11][C:12]([C:15]2[CH:16]=[C:17]([CH:39]=[CH:40][CH:41]=2)[CH2:18][C:19]2[C:24](=[O:25])[CH:23]=[CH:22][N:21]([C:26]3[CH:27]=[N:28][N:29]([CH2:31][O:32][CH2:33][CH2:34][Si:35]([CH3:38])([CH3:37])[CH3:36])[CH:30]=3)[N:20]=2)=[N:13][CH:14]=1)C1C=CC=CC=1.CCO. Product: [OH:8][C:9]1[CH:10]=[N:11][C:12]([C:15]2[CH:16]=[C:17]([CH:39]=[CH:40][CH:41]=2)[CH2:18][C:19]2[C:24](=[O:25])[CH:23]=[CH:22][N:21]([C:26]3[CH:27]=[N:28][N:29]([CH2:31][O:32][CH2:33][CH2:34][Si:35]([CH3:36])([CH3:37])[CH3:38])[CH:30]=3)[N:20]=2)=[N:13][CH:14]=1. The catalyst class is: 707. (5) Reactant: [H-].[H-].[H-].[H-].[Li+].[Al+3].[O:7]=[S:8]1(=[O:32])[C:13]2[CH:14]=[C:15]([O:18][C:19]3[CH:24]=[CH:23][C:22]([CH:25]([CH3:28])[C:26]#[N:27])=[CH:21][CH:20]=3)[CH:16]=[CH:17][C:12]=2[N:11]2[CH2:29][CH2:30][CH2:31][CH:10]2[NH:9]1.[H-].[Na+].[Cl-]. Product: [O:32]=[S:8]1(=[O:7])[C:13]2[CH:14]=[C:15]([O:18][C:19]3[CH:24]=[CH:23][C:22]([CH:25]([CH3:28])[CH2:26][NH2:27])=[CH:21][CH:20]=3)[CH:16]=[CH:17][C:12]=2[N:11]2[CH2:29][CH2:30][CH2:31][CH:10]2[NH:9]1. The catalyst class is: 1.